Dataset: Forward reaction prediction with 1.9M reactions from USPTO patents (1976-2016). Task: Predict the product of the given reaction. (1) Given the reactants [F:1][C:2]([F:7])([F:6])[C:3]([OH:5])=[O:4].[NH2:8][C@H:9]1[CH2:15][CH2:14][CH2:13][CH2:12][N:11]([C:16]2[CH:21]=[CH:20][CH:19]=[CH:18][C:17]=2OC)[C:10]1=[O:24].C(NC1C=CC=[C:31]([O:35]C)C=1)C=C, predict the reaction product. The product is: [F:1][C:2]([F:7])([F:6])[C:3]([OH:5])=[O:4].[NH2:8][C@H:9]1[CH2:15][CH2:14][CH2:13][CH2:12][N:11]([C:16]2[CH:17]=[CH:18][CH:19]=[C:20]([O:35][CH3:31])[CH:21]=2)[C:10]1=[O:24]. (2) Given the reactants C1(P(C2C=CC=CC=2)C2C=CC=CC=2)C=CC=CC=1.CC[O:22]C(/N=N/C(OCC)=O)=O.C([O:34][C:35](=[O:53])[C@@H:36]([O:51][CH3:52])[CH2:37][C:38]1[CH:43]=[CH:42][C:41]([C:44]#[C:45][CH2:46][CH2:47][CH2:48][CH2:49][OH:50])=[CH:40][CH:39]=1)C.[O:54]([C:61]1[CH:66]=[CH:65][C:64](O)=[CH:63][CH:62]=1)[C:55]1[CH:60]=[CH:59][CH:58]=[CH:57][CH:56]=1, predict the reaction product. The product is: [CH3:52][O:51][C@@H:36]([CH2:37][C:38]1[CH:39]=[CH:40][C:41]([C:44](=[O:22])[CH2:45][CH2:46][CH2:47][CH2:48][CH2:49][O:50][C:64]2[CH:63]=[CH:62][C:61]([O:54][C:55]3[CH:60]=[CH:59][CH:58]=[CH:57][CH:56]=3)=[CH:66][CH:65]=2)=[CH:42][CH:43]=1)[C:35]([OH:34])=[O:53]. (3) The product is: [N:18]1([C:2]2[N:7]=[C:6]([CH:8]3[CH2:10][CH2:9]3)[N:5]=[C:4]([NH:11][CH:12]3[CH2:14][CH2:13]3)[C:3]=2[N+:15]([O-:17])=[O:16])[CH2:24][CH2:23][CH2:22][CH2:21][CH2:20][CH2:19]1. Given the reactants Cl[C:2]1[N:7]=[C:6]([CH:8]2[CH2:10][CH2:9]2)[N:5]=[C:4]([NH:11][CH:12]2[CH2:14][CH2:13]2)[C:3]=1[N+:15]([O-:17])=[O:16].[NH:18]1[CH2:24][CH2:23][CH2:22][CH2:21][CH2:20][CH2:19]1, predict the reaction product. (4) Given the reactants [H-].[Na+].[F:3][CH:4]([F:18])[C:5]1[CH:6]=[C:7]([NH:11][C:12]2[CH2:16][CH2:15][C:14](=[O:17])[CH:13]=2)[CH:8]=[CH:9][CH:10]=1.CC1CCCO1.[C:25]([C:27]1[CH:32]=[CH:31][C:30]([N:33]([CH2:41]S(C2C=CC=CC=2)(=O)=O)[C:34](=[O:40])[O:35][C:36]([CH3:39])([CH3:38])[CH3:37])=[C:29]([S:51]([CH3:54])(=[O:53])=[O:52])[CH:28]=1)#[N:26], predict the reaction product. The product is: [C:25]([C:27]1[CH:32]=[CH:31][C:30]([N:33]([CH2:41][C:13]2[C:14](=[O:17])[CH2:15][CH2:16][C:12]=2[NH:11][C:7]2[CH:8]=[CH:9][CH:10]=[C:5]([CH:4]([F:18])[F:3])[CH:6]=2)[C:34](=[O:40])[O:35][C:36]([CH3:39])([CH3:38])[CH3:37])=[C:29]([S:51]([CH3:54])(=[O:52])=[O:53])[CH:28]=1)#[N:26]. (5) Given the reactants [CH:1]1([C:5]([NH2:7])=[NH:6])[CH2:4][CH2:3][CH2:2]1.[C:8]([OH:16])(=[O:15])/[C:9](=[C:11](\[CH:13]=O)/[Br:12])/Br, predict the reaction product. The product is: [Br:12][C:11]1[C:9]([C:8]([OH:16])=[O:15])=[N:6][C:5]([CH:1]2[CH2:4][CH2:3][CH2:2]2)=[N:7][CH:13]=1. (6) Given the reactants CO[C:3](=O)[C@@H:4]1[CH2:8][C:7](=[CH:9][C:10]2[CH:15]=[CH:14][CH:13]=[CH:12][CH:11]=2)[CH2:6][N:5]1[C:16](OCC1C=CC=CC=1)=O.C[O:28][C:29](=O)[C@@H:30]1CC(=C)CN1C(OCC1C=CC=CC=1)=O, predict the reaction product. The product is: [CH2:9]([C@@H:7]1[CH2:6][N:5]2[C@H:4]([CH2:3][C:29](=[O:28])[CH2:30][CH2:16]2)[CH2:8]1)[C:10]1[CH:11]=[CH:12][CH:13]=[CH:14][CH:15]=1. (7) Given the reactants [CH2:1]([N:8]([CH2:21][C:22]1[CH:27]=[CH:26][CH:25]=[CH:24][CH:23]=1)[NH:9][C:10](=[O:20])[C:11]1[CH:16]=[C:15]([F:17])[C:14]([F:18])=[CH:13][C:12]=1[NH2:19])[C:2]1[CH:7]=[CH:6][CH:5]=[CH:4][CH:3]=1.Cl[C:29](Cl)([O:31]C(=O)OC(Cl)(Cl)Cl)Cl.C([O-])(O)=O.[Na+], predict the reaction product. The product is: [CH2:21]([N:8]([CH2:1][C:2]1[CH:3]=[CH:4][CH:5]=[CH:6][CH:7]=1)[N:9]1[C:10](=[O:20])[C:11]2[C:12](=[CH:13][C:14]([F:18])=[C:15]([F:17])[CH:16]=2)[NH:19][C:29]1=[O:31])[C:22]1[CH:27]=[CH:26][CH:25]=[CH:24][CH:23]=1. (8) Given the reactants [NH2:1][C:2]1[C:3]([C:7]2[N:11]([C:12]3[CH:17]=[CH:16][C:15]([F:18])=[C:14]([Br:19])[CH:13]=3)[C:10](=[O:20])[O:9][N:8]=2)=[N:4][O:5][N:6]=1.CO[CH:23](OC)[CH2:24][NH:25][S:26]([NH:29][C:30](=[O:39])[O:31][CH2:32][C:33]1[CH:38]=[CH:37][CH:36]=[CH:35][CH:34]=1)(=[O:28])=[O:27].FC(F)(F)C(O)=O.C([SiH](CC)CC)C, predict the reaction product. The product is: [Br:19][C:14]1[CH:13]=[C:12]([N:11]2[C:10](=[O:20])[O:9][N:8]=[C:7]2[C:3]2[C:2]([NH:1][CH2:23][CH2:24][NH:25][S:26]([NH:29][C:30](=[O:39])[O:31][CH2:32][C:33]3[CH:38]=[CH:37][CH:36]=[CH:35][CH:34]=3)(=[O:27])=[O:28])=[N:6][O:5][N:4]=2)[CH:17]=[CH:16][C:15]=1[F:18]. (9) Given the reactants [NH2:1][C:2]1[CH:7]=[CH:6][CH:5]=[CH:4][CH:3]=1.[Br:8][CH2:9][C:10](Br)=[O:11], predict the reaction product. The product is: [Br:8][CH2:9][C:10]([NH:1][C:2]1[CH:7]=[CH:6][CH:5]=[CH:4][CH:3]=1)=[O:11]. (10) Given the reactants [NH:1]1[CH2:5][CH2:4][C@@H:3]([NH:6][C:7]2[C:8]3[CH:9]=[CH:10][N:11]=[CH:12][C:13]=3[CH:14]=[CH:15][CH:16]=2)[CH2:2]1.[OH:17][C@@H:18]1[CH2:22][C@H:21]([OH:23])[C@H:20]([CH2:24]/[CH:25]=[CH:26]\[CH2:27][CH2:28][CH2:29][C:30]([O:32][CH2:33][CH2:34][O:35][C:36]2[CH:41]=[C:40]([CH:42]=O)[CH:39]=[CH:38][C:37]=2[CH3:44])=[O:31])[C@H:19]1[CH2:45][CH2:46][C@@H:47]([OH:56])[CH2:48][CH2:49][C:50]1[CH:55]=[CH:54][CH:53]=[CH:52][CH:51]=1.C(O)(=O)C.C(O[BH-](OC(=O)C)OC(=O)C)(=O)C.[Na+], predict the reaction product. The product is: [OH:17][C@@H:18]1[CH2:22][C@H:21]([OH:23])[C@H:20]([CH2:24]/[CH:25]=[CH:26]\[CH2:27][CH2:28][CH2:29][C:30]([O:32][CH2:33][CH2:34][O:35][C:36]2[CH:41]=[C:40]([CH2:42][N:1]3[CH2:5][CH2:4][C@@H:3]([NH:6][C:7]4[CH:16]=[CH:15][CH:14]=[C:13]5[C:8]=4[CH:9]=[CH:10][N:11]=[CH:12]5)[CH2:2]3)[CH:39]=[CH:38][C:37]=2[CH3:44])=[O:31])[C@H:19]1[CH2:45][CH2:46][C@@H:47]([OH:56])[CH2:48][CH2:49][C:50]1[CH:55]=[CH:54][CH:53]=[CH:52][CH:51]=1.